Task: Predict the product of the given reaction.. Dataset: Forward reaction prediction with 1.9M reactions from USPTO patents (1976-2016) Given the reactants Br[C:2]1[CH:3]=[C:4]([CH2:16][C:17]([O:19]C)=[O:18])[CH:5]=[CH:6][C:7]=1[O:8][CH2:9][C:10]1[CH:15]=[CH:14][CH:13]=[CH:12][CH:11]=1.[OH-:21].[K+], predict the reaction product. The product is: [OH:21][C:2]1[CH:3]=[C:4]([CH2:16][C:17]([OH:19])=[O:18])[CH:5]=[CH:6][C:7]=1[O:8][CH2:9][C:10]1[CH:15]=[CH:14][CH:13]=[CH:12][CH:11]=1.